From a dataset of Forward reaction prediction with 1.9M reactions from USPTO patents (1976-2016). Predict the product of the given reaction. (1) Given the reactants [O:1]=[C:2]1[CH:7](C(OCC)=O)[CH2:6][CH2:5][N:4]2[N:13]=[C:14]([C:16]([O:18]CC)=[O:17])[CH:15]=[C:3]12.Cl, predict the reaction product. The product is: [O:1]=[C:2]1[CH2:7][CH2:6][CH2:5][N:4]2[N:13]=[C:14]([C:16]([OH:18])=[O:17])[CH:15]=[C:3]12. (2) Given the reactants [CH3:1][O:2][C:3]([CH:5]1[N:10](CC2C=CC(OC)=CC=2OC)[CH2:9][C:8]2[N:22]=[C:23]([C:25]3[CH:30]=[CH:29][CH:28]=[CH:27][CH:26]=3)[O:24][C:7]=2[C:6]1=[O:31])=[O:4].S(Cl)(Cl)=O, predict the reaction product. The product is: [CH3:1][O:2][C:3]([C:5]1[N:10]=[CH:9][C:8]2[N:22]=[C:23]([C:25]3[CH:26]=[CH:27][CH:28]=[CH:29][CH:30]=3)[O:24][C:7]=2[C:6]=1[OH:31])=[O:4]. (3) The product is: [F:21][C:14]1[CH:13]=[CH:12][C:11]([C:4]2[CH:5]=[CH:6][N:1]=[CH:2][CH:3]=2)=[CH:16][C:15]=1[C:17]([F:18])([F:19])[F:20]. Given the reactants [N:1]1[CH:6]=[CH:5][C:4](B(O)O)=[CH:3][CH:2]=1.Br[C:11]1[CH:12]=[CH:13][C:14]([F:21])=[C:15]([C:17]([F:20])([F:19])[F:18])[CH:16]=1.C(=O)([O-])[O-].[Na+].[Na+], predict the reaction product. (4) Given the reactants Br[C:2]1[C:10]2[C:9]([NH:11][C@H:12]([C:14]3[N:19]([C:20]4[CH:25]=[CH:24][CH:23]=[CH:22][CH:21]=4)[C:18](=[O:26])[C:17]4=[C:27]([CH3:30])[CH:28]=[CH:29][N:16]4[N:15]=3)[CH3:13])=[N:8][CH:7]=[N:6][C:5]=2[N:4]([CH2:31][O:32][CH2:33][CH2:34][Si:35]([CH3:38])([CH3:37])[CH3:36])[CH:3]=1.[CH3:39][C:40]1[CH:41]=[C:42]([NH:55][S:56]([CH3:59])(=[O:58])=[O:57])[CH:43]=[C:44](B2OC(C)(C)C(C)(C)O2)[CH:45]=1.C(=O)([O-])[O-].[Na+].[Na+], predict the reaction product. The product is: [CH3:39][C:40]1[CH:41]=[C:42]([NH:55][S:56]([CH3:59])(=[O:58])=[O:57])[CH:43]=[C:44]([C:2]2[C:10]3[C:9]([NH:11][C@H:12]([C:14]4[N:19]([C:20]5[CH:25]=[CH:24][CH:23]=[CH:22][CH:21]=5)[C:18](=[O:26])[C:17]5=[C:27]([CH3:30])[CH:28]=[CH:29][N:16]5[N:15]=4)[CH3:13])=[N:8][CH:7]=[N:6][C:5]=3[N:4]([CH2:31][O:32][CH2:33][CH2:34][Si:35]([CH3:38])([CH3:37])[CH3:36])[CH:3]=2)[CH:45]=1. (5) Given the reactants Cl.[NH:2]([C:4]1C=C(C=CC=1)C(OCC)=O)[NH2:3].[CH2:15]([O:22][C:23]1[CH:28]=[CH:27][C:26]([C:29](=O)[CH2:30][C:31]#[N:32])=[CH:25][CH:24]=1)[C:16]1[CH:21]=[CH:20][CH:19]=[CH:18][CH:17]=1.CC(C)(C)C(=O)CC#N, predict the reaction product. The product is: [CH2:15]([O:22][C:23]1[CH:28]=[CH:27][C:26]([C:29]2[CH:30]=[C:31]([NH2:32])[N:2]([CH3:4])[N:3]=2)=[CH:25][CH:24]=1)[C:16]1[CH:21]=[CH:20][CH:19]=[CH:18][CH:17]=1. (6) Given the reactants O([C:9]([O:11][C:12]([CH3:15])([CH3:14])[CH3:13])=[O:10])[C:9]([O:11][C:12]([CH3:15])([CH3:14])[CH3:13])=[O:10].[Br:16][C:17]1[CH:18]=[C:19]([C:24]#[C:25][Si:26]([CH3:29])([CH3:28])[CH3:27])[C:20]([NH2:23])=[N:21][CH:22]=1, predict the reaction product. The product is: [Br:16][C:17]1[CH:18]=[C:19]([C:24]#[C:25][Si:26]([CH3:28])([CH3:27])[CH3:29])[C:20]([N:23]([C:9]([O:11][C:12]([CH3:13])([CH3:14])[CH3:15])=[O:10])[C:9](=[O:10])[O:11][C:12]([CH3:15])([CH3:14])[CH3:13])=[N:21][CH:22]=1. (7) Given the reactants [Br:1][C:2]1[CH:3]=[CH:4][C:5]([C:8]([CH3:12])([CH3:11])[C:9]#N)=[N:6][CH:7]=1.CC(C[AlH]CC(C)C)C.C1C[O:25]CC1.Cl.C(=O)(O)[O-].[Na+], predict the reaction product. The product is: [Br:1][C:2]1[CH:3]=[CH:4][C:5]([C:8]([CH3:12])([CH3:11])[CH:9]=[O:25])=[N:6][CH:7]=1. (8) Given the reactants [F:1][C:2]1([F:30])[CH2:7][CH2:6][C:5]([CH2:9][NH:10][C:11]([C:13]2[C:14]3[CH:15]=[CH:16][C:17]([CH:24]4[CH2:28][CH2:27][C:26](=O)[CH2:25]4)=[N:18][C:19]=3[CH:20]=[CH:21][C:22]=2[Cl:23])=[O:12])([OH:8])[CH2:4][CH2:3]1.[CH3:31][NH:32][CH3:33], predict the reaction product. The product is: [F:30][C:2]1([F:1])[CH2:3][CH2:4][C:5]([CH2:9][NH:10][C:11]([C:13]2[C:14]3[CH:15]=[CH:16][C:17]([CH:24]4[CH2:28][CH2:27][CH:26]([N:32]([CH3:33])[CH3:31])[CH2:25]4)=[N:18][C:19]=3[CH:20]=[CH:21][C:22]=2[Cl:23])=[O:12])([OH:8])[CH2:6][CH2:7]1. (9) Given the reactants FC1C=C(C[C@H](NC(=O)OC(C)(C)C)C2C(C3C=NC(NN)=CC=3)=CC=C(C#CC(O)(C)C)N=2)C=C(F)C=1.[Cl:39][C:40]1[CH:48]=[CH:47][C:46]([C:49]2[C:50]([C@@H:63]([NH:73]C(=O)OC(C)(C)C)[CH2:64][C:65]3[CH:70]=[C:69]([F:71])[CH:68]=[C:67]([F:72])[CH:66]=3)=[N:51][C:52]([C:57]#[C:58][C:59]([OH:62])([CH3:61])[CH3:60])=[C:53]([NH:55][CH3:56])[CH:54]=2)=[C:45]2[C:41]=1[C:42]([NH:82][S:83]([CH3:86])(=[O:85])=[O:84])=[N:43][N:44]2[CH3:81], predict the reaction product. The product is: [NH2:73][C@H:63]([C:50]1[C:49]([C:46]2[CH:47]=[CH:48][C:40]([Cl:39])=[C:41]3[C:45]=2[N:44]([CH3:81])[N:43]=[C:42]3[NH:82][S:83]([CH3:86])(=[O:85])=[O:84])=[CH:54][C:53]([NH:55][CH3:56])=[C:52]([C:57]#[C:58][C:59]([OH:62])([CH3:60])[CH3:61])[N:51]=1)[CH2:64][C:65]1[CH:66]=[C:67]([F:72])[CH:68]=[C:69]([F:71])[CH:70]=1.